This data is from Forward reaction prediction with 1.9M reactions from USPTO patents (1976-2016). The task is: Predict the product of the given reaction. (1) The product is: [CH:9]1[C:8]2[CH2:7][C:6]3[C:14](=[CH:15][CH:16]=[CH:4][CH:5]=3)[C:13]=2[CH:12]=[CH:11][CH:10]=1. Given the reactants CNC[C:4]1[CH:16]=[CH:15][C:14]2[C:13]3[C:8](=[CH:9][CH:10]=[CH:11][CH:12]=3)[CH2:7][C:6]=2[CH:5]=1.C(OC(OC(C)(C)C)=O)(OC(C)(C)C)=O, predict the reaction product. (2) The product is: [Br:1][C:2]1[CH:11]=[CH:10][C:5]([C:6]2[O:7][CH:17]=[N:9][N:8]=2)=[CH:4][CH:3]=1. Given the reactants [Br:1][C:2]1[CH:11]=[CH:10][C:5]([C:6]([NH:8][NH2:9])=[O:7])=[CH:4][CH:3]=1.S(=O)(=O)(O)O.[CH2:17](OC(OCC)OCC)C, predict the reaction product. (3) Given the reactants [Cl:1][C:2]1[CH:3]=[C:4]([CH:35]=[CH:36][C:37]=1[O:38][CH3:39])[CH2:5][N:6]1[C:11]([CH3:12])=[CH:10][C:9]([O:13][CH2:14][C:15]2[CH:32]=[CH:31][CH:30]=[CH:29][C:16]=2[CH2:17][N:18]2[C:26](=[O:27])[C:25]3[C:20](=[CH:21][CH:22]=[CH:23][CH:24]=3)[C:19]2=[O:28])=[C:8](I)[C:7]1=[O:34].[CH3:40][Sn](C)(C)C.[Cl-].[Li+].C(Cl)Cl, predict the reaction product. The product is: [Cl:1][C:2]1[CH:3]=[C:4]([CH:35]=[CH:36][C:37]=1[O:38][CH3:39])[CH2:5][N:6]1[C:11]([CH3:12])=[CH:10][C:9]([O:13][CH2:14][C:15]2[CH:32]=[CH:31][CH:30]=[CH:29][C:16]=2[CH2:17][N:18]2[C:26](=[O:27])[C:25]3[C:20](=[CH:21][CH:22]=[CH:23][CH:24]=3)[C:19]2=[O:28])=[C:8]([CH3:40])[C:7]1=[O:34]. (4) Given the reactants CNC1N=C(C2C=CC=CN=2)C=C(C2C=NC=C([C:21]3[CH:22]=[N:23][N:24]([CH:26]4[CH2:31][CH2:30][NH:29][CH2:28][CH2:27]4)[CH:25]=3)C=2)C=1.Br[C:33]1[CH:34]=[C:35]([C:39]2[CH:44]=[C:43]([C:45]([OH:48])([CH3:47])[CH3:46])[N:42]=[C:41]([C:49]3[CH:54]=[CH:53][CH:52]=[CH:51][N:50]=3)[CH:40]=2)[CH:36]=[N:37][CH:38]=1, predict the reaction product. The product is: [NH:29]1[CH2:28][CH2:27][CH:26]([N:24]2[CH:25]=[C:21]([C:33]3[CH:34]=[C:35]([C:39]4[CH:44]=[C:43]([C:45]([OH:48])([CH3:47])[CH3:46])[N:42]=[C:41]([C:49]5[CH:54]=[CH:53][CH:52]=[CH:51][N:50]=5)[CH:40]=4)[CH:36]=[N:37][CH:38]=3)[CH:22]=[N:23]2)[CH2:31][CH2:30]1. (5) Given the reactants [CH3:1][C:2]1[CH:7]=[C:6]([N+:8]([O-:10])=[O:9])[CH:5]=[CH:4][C:3]=1[NH:11][S:12]([C:15]1[CH:16]=[C:17]([C:21]2[CH:26]=[CH:25][C:24]([F:27])=[CH:23][CH:22]=2)[CH:18]=[CH:19][CH:20]=1)(=[O:14])=[O:13].I[CH3:29], predict the reaction product. The product is: [CH3:29][N:11]([C:3]1[CH:4]=[CH:5][C:6]([N+:8]([O-:10])=[O:9])=[CH:7][C:2]=1[CH3:1])[S:12]([C:15]1[CH:16]=[C:17]([C:21]2[CH:22]=[CH:23][C:24]([F:27])=[CH:25][CH:26]=2)[CH:18]=[CH:19][CH:20]=1)(=[O:14])=[O:13]. (6) Given the reactants [Cl:1][C:2]1[CH:3]=[C:4]([CH:27]=[CH:28][C:29]=1[O:30][CH2:31][C:32]1[CH:37]=[CH:36][CH:35]=[C:34]([F:38])[CH:33]=1)[NH:5][C:6]1[C:15]2[C:10](=[CH:11][C:12]([O:23][CH2:24][CH2:25]Cl)=[CH:13][C:14]=2[O:16][CH:17]2[CH2:22][CH2:21][O:20][CH2:19][CH2:18]2)[N:9]=[CH:8][N:7]=1.[CH3:39][N:40]1[CH2:45][CH2:44][NH:43][CH2:42][CH2:41]1, predict the reaction product. The product is: [Cl:1][C:2]1[CH:3]=[C:4]([CH:27]=[CH:28][C:29]=1[O:30][CH2:31][C:32]1[CH:37]=[CH:36][CH:35]=[C:34]([F:38])[CH:33]=1)[NH:5][C:6]1[C:15]2[C:10](=[CH:11][C:12]([O:23][CH2:24][CH2:25][N:43]3[CH2:44][CH2:45][N:40]([CH3:39])[CH2:41][CH2:42]3)=[CH:13][C:14]=2[O:16][CH:17]2[CH2:22][CH2:21][O:20][CH2:19][CH2:18]2)[N:9]=[CH:8][N:7]=1. (7) Given the reactants C(N(CC)CC)C.[C:8]([N:11]1[C:20]2[C:15](=[C:16]([OH:39])[C:17]([C:21]3[CH:22]=[N:23][N:24]([CH:26]4[CH2:31][CH2:30][N:29]([C:32]([O:34][C:35]([CH3:38])([CH3:37])[CH3:36])=[O:33])[CH2:28][CH2:27]4)[CH:25]=3)=[CH:18][CH:19]=2)[CH2:14][CH2:13][C@@H:12]1[CH3:40])(=[O:10])[CH3:9].ClC1C=CC(N([S:49]([C:52]([F:55])([F:54])[F:53])(=[O:51])=[O:50])[S:49]([C:52]([F:55])([F:54])[F:53])(=[O:51])=[O:50])=NC=1, predict the reaction product. The product is: [C:8]([N:11]1[C:20]2[C:15](=[C:16]([O:39][S:49]([C:52]([F:55])([F:54])[F:53])(=[O:51])=[O:50])[C:17]([C:21]3[CH:22]=[N:23][N:24]([CH:26]4[CH2:31][CH2:30][N:29]([C:32]([O:34][C:35]([CH3:38])([CH3:37])[CH3:36])=[O:33])[CH2:28][CH2:27]4)[CH:25]=3)=[CH:18][CH:19]=2)[CH2:14][CH2:13][C@@H:12]1[CH3:40])(=[O:10])[CH3:9]. (8) The product is: [ClH:9].[CH3:19][O:20][C:21]1[CH:26]=[CH:25][C:24]([CH2:27][CH2:28][CH3:29])=[CH:23][C:22]=1[C:30]1[N:31]=[C:32]([NH:35][C:36]([C@H:38]2[CH2:43][CH2:42][CH2:41][N:40]([C:7]([C:2]3[CH:3]=[CH:4][CH:5]=[CH:6][N:1]=3)=[O:8])[CH2:39]2)=[O:37])[S:33][CH:34]=1. Given the reactants [N:1]1[CH:6]=[CH:5][CH:4]=[CH:3][C:2]=1[C:7]([Cl:9])=[O:8].CCN(C(C)C)C(C)C.[CH3:19][O:20][C:21]1[CH:26]=[CH:25][C:24]([CH2:27][CH2:28][CH3:29])=[CH:23][C:22]=1[C:30]1[N:31]=[C:32]([NH:35][C:36]([C@H:38]2[CH2:43][CH2:42][CH2:41][NH:40][CH2:39]2)=[O:37])[S:33][CH:34]=1.C(OCC)C, predict the reaction product. (9) Given the reactants [N:1]1[CH:6]=[CH:5][CH:4]=[CH:3][C:2]=1[CH2:7][N:8]1[C:16]2[C:11](=[CH:12][C:13]([NH:17][C:18]3[C:27]4[C:22](=[CH:23][CH:24]=[CH:25][C:26]=4[O:28][CH2:29][C:30]([O:32]C)=O)[N:21]=[CH:20][N:19]=3)=[CH:14][CH:15]=2)[CH:10]=[N:9]1.[CH2:34]([NH2:36])[CH3:35], predict the reaction product. The product is: [CH2:34]([NH:36][C:30](=[O:32])[CH2:29][O:28][C:26]1[CH:25]=[CH:24][CH:23]=[C:22]2[C:27]=1[C:18]([NH:17][C:13]1[CH:12]=[C:11]3[C:16](=[CH:15][CH:14]=1)[N:8]([CH2:7][C:2]1[CH:3]=[CH:4][CH:5]=[CH:6][N:1]=1)[N:9]=[CH:10]3)=[N:19][CH:20]=[N:21]2)[CH3:35].